This data is from TCR-epitope binding with 47,182 pairs between 192 epitopes and 23,139 TCRs. The task is: Binary Classification. Given a T-cell receptor sequence (or CDR3 region) and an epitope sequence, predict whether binding occurs between them. (1) The epitope is YLKLTDNVYIK. The TCR CDR3 sequence is CASSFRLGQGHYGYTF. Result: 0 (the TCR does not bind to the epitope). (2) The epitope is IVTDFSVIK. The TCR CDR3 sequence is CATSDSPGGSYNEQFF. Result: 1 (the TCR binds to the epitope).